From a dataset of Experimentally validated miRNA-target interactions with 360,000+ pairs, plus equal number of negative samples. Binary Classification. Given a miRNA mature sequence and a target amino acid sequence, predict their likelihood of interaction. (1) The miRNA is mmu-miR-3084-3p with sequence UUCUGCCAGUCUCCUUCAGAC. The protein sequence of the target gene is MNQKLLKLENLLRFHTICRQVHSPSQRRLLAWCRHGFAPASSVWRDLLGARSWQTDMLIGSALHQHRLLVTKKEKRPPRSQLSPVKTKKEVEVWVGMTVEDLASAMAKDIDCVYEALLNTAIDVDSLEANSHLDEVWIKEVIKKAGMKLKWSKLKQERIRENKDAVRRPGTDPALLKPRSPVVTVMGHVDHGKTTLLDKLRETQVAAMEVGGITQHIGAFLVSLPSGEKITFLDTPGHAAFSAMRARGAQVTDIVVLVVAADDGVMKQTVESIQHAKDAEVPIILAINKCDKTDADPEKV.... Result: 1 (interaction). (2) The miRNA is hsa-miR-5571-3p with sequence GUCCUAGGAGGCUCCUCUG. The protein sequence of the target gene is MAEGERQPPPDSSEETPPTTQNFIIPKKEIHTVPDMGKWKRSQAYADYIGFILTLNEGVKGKKLTFDYKVSEAIEKLVALLDTLDRWIDETPPVDQPSRFGNKAYRTWYAKLDQEAENLVATVVPTHLAAAVPEVAVYLKEAVGNSTRIDYGTGHEAAFAAFLCCLCKIGVLRVDDQVAIVFKVFDRYLEVMRKLQKTYRMEPAGSQGVWGLDDFQFLPFIWGSSQLIDHPHLEPRHFVDEKAVSENHKDYMFLQCILFITEMKTGPFAEHSNQLWNISAVPSWSKVNQGLIRMYKAECL.... Result: 0 (no interaction). (3) The miRNA is hsa-miR-3663-5p with sequence GCUGGUCUGCGUGGUGCUCGG. The protein sequence of the target gene is MFSINPLENLKLYISSRPPLVVFMISVSAMAIAFLTLGYFFKIKEIKSPEMAEDWNTFLLRFNDLDLCVSENETLKHLSNDTTTPESTMTVGQARSSTQPPQSLEESGPINISVAITLTLDPLKPFGGYSRNVTHLYSTILGHQIGLSGREAHEEINITFTLPAAWNADDCALHGHCEQAVFTACMTLTAAPGVFPVTVQPPHCIPDTYSNATLWYKIFTTARDANTKYAQDYNPFWCYKGAIGKVYHALNPKLTVVVPDDDRSLINLHLMHTSYFLFVMVITMFCYAVIKGRPSKLRQS.... Result: 0 (no interaction). (4) The miRNA is mmu-miR-1195 with sequence UGAGUUCGAGGCCAGCCUGCUCA. The protein sequence of the target gene is MESPSAHAVSLPEDEELQPWGGAGGPGQHPGRPRSTECAHPGVVEKVRPKWDNPLQFLLVCISYAVGLGNVWRFPYLCQMYGGGNFLVPYIIMLIVEGMPLLYLELAVGQRMRQGSIGAWRTISPYLSGVGIASLVVSFLASVYFNVINTWALWYLFHSFQDPLPWSVCPLNSNHTGYDEECEKASSTQYFWYRKTLNISPSIQENGGVQWEPALCLTLAWLMVYLCILRGTESTGKVVYFTTSLPYFVLIIYLVRGLTLHGATNGLAYMFTPKIEQLANPKAWINAATQIFFSLGLGCG.... Result: 1 (interaction).